From a dataset of Ames mutagenicity test results for genotoxicity prediction. Regression/Classification. Given a drug SMILES string, predict its toxicity properties. Task type varies by dataset: regression for continuous values (e.g., LD50, hERG inhibition percentage) or binary classification for toxic/non-toxic outcomes (e.g., AMES mutagenicity, cardiotoxicity, hepatotoxicity). Dataset: ames. The molecule is CCOC(=O)N(C)C. The result is 1 (mutagenic).